From a dataset of Reaction yield outcomes from USPTO patents with 853,638 reactions. Predict the reaction yield, written as a fraction of the theoretical maximum amount of product (1.0 means a 100% yield; for example, 0.34 means a 34% yield). (1) The reactants are [CH2:1]([CH:8]1[C:14](=[O:15])[CH2:13][CH:12]2[CH2:16][CH:9]1[CH2:10][CH2:11]2)[C:2]1[CH:7]=[CH:6][CH:5]=[CH:4][N:3]=1.CC([O-])(C)C.[K+].C1COCC1.[N:28](OCCC(C)C)=[O:29].Cl. The catalyst is C1COCC1. The product is [CH2:1]([CH:8]1[C:14](=[O:15])[C:13](=[N:28][OH:29])[CH:12]2[CH2:16][CH:9]1[CH2:10][CH2:11]2)[C:2]1[CH:7]=[CH:6][CH:5]=[CH:4][N:3]=1. The yield is 0.410. (2) The reactants are [N:1]1[CH:6]=[CH:5][C:4]([C:7]2[N:11]3[CH:12]=[CH:13][CH:14]=[CH:15][C:10]3=[N:9][C:8]=2[CH2:16][OH:17])=[CH:3][CH:2]=1. The catalyst is [O-2].[O-2].[Mn+4].C(#N)C.C(Cl)(Cl)Cl. The product is [N:1]1[CH:6]=[CH:5][C:4]([C:7]2[N:11]3[CH:12]=[CH:13][CH:14]=[CH:15][C:10]3=[N:9][C:8]=2[CH:16]=[O:17])=[CH:3][CH:2]=1. The yield is 0.870. (3) The reactants are [Cl:1][C:2]1[CH:10]=[C:9]([Cl:11])[C:5]([C:6]([OH:8])=[O:7])=[C:4]([N+:12]([O-])=O)[C:3]=1[OH:15]. The catalyst is [Fe].C(O)(=O)C. The product is [NH2:12][C:4]1[C:3]([OH:15])=[C:2]([Cl:1])[CH:10]=[C:9]([Cl:11])[C:5]=1[C:6]([OH:8])=[O:7]. The yield is 0.940.